From a dataset of Forward reaction prediction with 1.9M reactions from USPTO patents (1976-2016). Predict the product of the given reaction. (1) Given the reactants Cl[C:2]1[N:7]=[C:6]([C:8]2[C:9]([C:17]3[CH:18]=[C:19]([NH:23][C:24](=[O:33])[C:25]4[C:30]([F:31])=[CH:29][CH:28]=[CH:27][C:26]=4[F:32])[CH:20]=[CH:21][CH:22]=3)=[N:10][N:11]3[CH:16]=[CH:15][CH:14]=[CH:13][C:12]=23)[CH:5]=[CH:4][N:3]=1.[CH:34]1[C:43]2[C:38](=[CH:39][C:40]([NH2:44])=[CH:41][CH:42]=2)[CH:37]=[CH:36][N:35]=1, predict the reaction product. The product is: [F:32][C:26]1[CH:27]=[CH:28][CH:29]=[C:30]([F:31])[C:25]=1[C:24]([NH:23][C:19]1[CH:20]=[CH:21][CH:22]=[C:17]([C:9]2[C:8]([C:6]3[CH:5]=[CH:4][N:3]=[C:2]([NH:44][C:40]4[CH:39]=[C:38]5[C:43](=[CH:42][CH:41]=4)[CH:34]=[N:35][CH:36]=[CH:37]5)[N:7]=3)=[C:12]3[CH:13]=[CH:14][CH:15]=[CH:16][N:11]3[N:10]=2)[CH:18]=1)=[O:33]. (2) Given the reactants C(OC([NH:8][CH2:9][CH2:10][N:11]1[CH2:15][C:14]2[CH:16]=[C:17]([C:20]3[C:28]4[C:23](=[CH:24][C:25]([F:29])=[CH:26][CH:27]=4)[N:22](C(OC(C)(C)C)=O)[CH:21]=3)[CH:18]=[CH:19][C:13]=2[S:12]1(=[O:38])=[O:37])=O)(C)(C)C.FC(F)(F)C(O)=O, predict the reaction product. The product is: [NH2:8][CH2:9][CH2:10][N:11]1[CH2:15][C:14]2[CH:16]=[C:17]([C:20]3[C:28]4[C:23](=[CH:24][C:25]([F:29])=[CH:26][CH:27]=4)[NH:22][CH:21]=3)[CH:18]=[CH:19][C:13]=2[S:12]1(=[O:38])=[O:37]. (3) Given the reactants [F:1][C:2]1[C:3]([O:20][CH3:21])=[C:4]([C@H:8]([CH2:18][CH3:19])[CH2:9][C@:10]([OH:17])([C:13]([F:16])([F:15])[F:14])[CH:11]=O)[CH:5]=[CH:6][CH:7]=1.[NH2:22][C:23]1[CH:32]=[CH:31][C:30]([F:33])=[C:29]2[C:24]=1[CH:25]=[N:26][C:27]([CH3:34])=[N:28]2, predict the reaction product. The product is: [F:1][C:2]1[C:3]([O:20][CH3:21])=[C:4]([C@H:8]([CH2:18][CH3:19])[CH2:9][C@@:10]([C:13]([F:14])([F:15])[F:16])([OH:17])[CH:11]=[N:22][C:23]2[CH:32]=[CH:31][C:30]([F:33])=[C:29]3[C:24]=2[CH:25]=[N:26][C:27]([CH3:34])=[N:28]3)[CH:5]=[CH:6][CH:7]=1.